Predict the reaction yield, written as a fraction of the theoretical maximum amount of product (1.0 means a 100% yield; for example, 0.34 means a 34% yield). From a dataset of Reaction yield outcomes from USPTO patents with 853,638 reactions. (1) The reactants are C([O:3][P:4]([C:9]([C:36]#[N:37])([CH3:35])[CH2:10][C:11]([CH3:34])=[CH:12][CH2:13][C:14]1[C:15]([O:27]CC[Si](C)(C)C)=[C:16]2[C:20](=[C:21]([CH3:25])[C:22]=1[O:23][CH3:24])[CH2:19][O:18][C:17]2=[O:26])(=[O:8])[O:5]CC)C.C[Si](Br)(C)C.N1C(C)=CC=CC=1C. The catalyst is CN(C=O)C.C(Cl)Cl. The product is [C:36]([C:9]([P:4](=[O:3])([OH:5])[OH:8])([CH3:35])[CH2:10][C:11]([CH3:34])=[CH:12][CH2:13][C:14]1[C:15]([OH:27])=[C:16]2[C:20](=[C:21]([CH3:25])[C:22]=1[O:23][CH3:24])[CH2:19][O:18][C:17]2=[O:26])#[N:37]. The yield is 0.330. (2) The reactants are Cl[C:2]1[C:7]([C:8]([O:10][CH3:11])=[O:9])=[C:6]([CH3:12])[N:5]=[CH:4][CH:3]=1.[Cl:13][C:14]1[C:19]([F:20])=[CH:18][C:17](B2OC(C)(C)C(C)(C)O2)=[C:16]([F:30])[CH:15]=1. No catalyst specified. The product is [Cl:13][C:14]1[C:19]([F:20])=[CH:18][C:17]([C:2]2[C:7]([C:8]([O:10][CH3:11])=[O:9])=[C:6]([CH3:12])[N:5]=[CH:4][CH:3]=2)=[C:16]([F:30])[CH:15]=1. The yield is 0.240. (3) The reactants are N(C(OCC)=O)=NC(OCC)=O.[C:13]1([CH:19]2[O:23][CH:22]([CH2:24][CH2:25][CH2:26][CH2:27]O)[CH2:21][O:20]2)[CH:18]=[CH:17][CH:16]=[CH:15][CH:14]=1.C1(P(C2C=CC=CC=2)C2C=CC=CC=2)C=CC=CC=1.[C:48]1(=[O:58])[NH:52][C:51](=[O:53])[C:50]2=[CH:54][CH:55]=[CH:56][CH:57]=[C:49]12. The catalyst is C1COCC1. The product is [C:13]1([CH:19]2[O:23][CH:22]([CH2:24][CH2:25][CH2:26][CH2:27][N:52]3[C:51](=[O:53])[C:50]4=[CH:54][CH:55]=[CH:56][CH:57]=[C:49]4[C:48]3=[O:58])[CH2:21][O:20]2)[CH:14]=[CH:15][CH:16]=[CH:17][CH:18]=1. The yield is 0.920. (4) The reactants are [CH2:1]([C:3]1[CH:8]=[CH:7][CH:6]=[CH:5][C:4]=1[CH2:9][CH2:10]O)[CH3:2].N1C=CN=C1.C1C=CC(P(C2C=CC=CC=2)C2C=CC=CC=2)=CC=1.[I:36]I. The catalyst is CC#N.CCOCC. The product is [CH2:1]([C:3]1[CH:8]=[CH:7][CH:6]=[CH:5][C:4]=1[CH2:9][CH2:10][I:36])[CH3:2]. The yield is 0.740. (5) The reactants are [CH3:1][C:2]1[CH:14]=[CH:13][C:5]([O:6][C:7]2[CH:12]=[CH:11][CH:10]=[CH:9][N:8]=2)=[C:4]([N+:15]([O-])=O)[CH:3]=1. The catalyst is CO.[Cl-].[NH4+].C(OCC)(=O)C.[Zn]. The product is [CH3:1][C:2]1[CH:14]=[CH:13][C:5]([O:6][C:7]2[CH:12]=[CH:11][CH:10]=[CH:9][N:8]=2)=[C:4]([NH2:15])[CH:3]=1. The yield is 0.770. (6) The reactants are [CH3:1][C:2](=[CH:13][C:14]1[CH:19]=[CH:18][CH:17]=[CH:16][CH:15]=1)[CH2:3][NH:4][CH2:5][CH2:6][N:7]1[CH2:12][CH2:11][CH2:10][CH2:9][CH2:8]1.[CH3:20][O:21][C:22]1[CH:23]=[C:24]([CH:28]=[C:29]([O:33][CH3:34])[C:30]=1[O:31][CH3:32])[C:25](O)=[O:26].F[B-](F)(F)F.N1(OC(N(C)C)=[N+](C)C)C2C=CC=CC=2N=N1.Cl. The catalyst is C(N(CC)CC)C. The product is [CH3:34][O:33][C:29]1[CH:28]=[C:24]([CH:23]=[C:22]([O:21][CH3:20])[C:30]=1[O:31][CH3:32])[C:25]([N:4]([CH2:3][C:2]([CH3:1])=[CH:13][C:14]1[CH:15]=[CH:16][CH:17]=[CH:18][CH:19]=1)[CH2:5][CH2:6][N:7]1[CH2:12][CH2:11][CH2:10][CH2:9][CH2:8]1)=[O:26]. The yield is 0.120.